Task: Regression. Given two drug SMILES strings and cell line genomic features, predict the synergy score measuring deviation from expected non-interaction effect.. Dataset: Merck oncology drug combination screen with 23,052 pairs across 39 cell lines (1) Drug 1: Cc1nc(Nc2ncc(C(=O)Nc3c(C)cccc3Cl)s2)cc(N2CCN(CCO)CC2)n1. Drug 2: COC1CC2CCC(C)C(O)(O2)C(=O)C(=O)N2CCCCC2C(=O)OC(C(C)CC2CCC(OP(C)(C)=O)C(OC)C2)CC(=O)C(C)C=C(C)C(O)C(OC)C(=O)C(C)CC(C)C=CC=CC=C1C. Cell line: SKMES1. Synergy scores: synergy=2.77. (2) Drug 1: NC1(c2ccc(-c3nc4ccn5c(=O)[nH]nc5c4cc3-c3ccccc3)cc2)CCC1. Drug 2: C#Cc1cccc(Nc2ncnc3cc(OCCOC)c(OCCOC)cc23)c1. Cell line: OVCAR3. Synergy scores: synergy=44.8.